This data is from Catalyst prediction with 721,799 reactions and 888 catalyst types from USPTO. The task is: Predict which catalyst facilitates the given reaction. (1) Reactant: [Br:1][C:2]1[C:7]([CH3:8])=[CH:6][C:5]([CH3:9])=[CH:4][C:3]=1[CH3:10].C1C(=O)N(Br)[C:13](=[O:14])C1.C(OOC(=O)C1C=CC=CC=1)(=O)C1C=CC=CC=1. Product: [Br:1][C:2]1[C:7]([CH3:8])=[CH:6][C:5]([CH2:9][O:14][CH3:13])=[CH:4][C:3]=1[CH3:10]. The catalyst class is: 53. (2) Reactant: Cl[C:2]1[N:7]=[C:6]([CH2:8][CH3:9])[CH:5]=[CH:4][N:3]=1.[CH3:10][C:11]1[CH:12]=[C:13]([CH:15]=[C:16]([B:18]2[O:22][C:21]([CH3:24])([CH3:23])[C:20]([CH3:26])([CH3:25])[O:19]2)[CH:17]=1)[NH2:14].CS(O)(=O)=O. Product: [CH2:8]([C:6]1[CH:5]=[CH:4][N:3]=[C:2]([NH:14][C:13]2[CH:15]=[C:16]([B:18]3[O:22][C:21]([CH3:23])([CH3:24])[C:20]([CH3:26])([CH3:25])[O:19]3)[CH:17]=[C:11]([CH3:10])[CH:12]=2)[N:7]=1)[CH3:9]. The catalyst class is: 155. (3) Reactant: C([O:5][C:6]([N:8]1[CH2:12][CH2:11][C@@H:10]([O:13][Si](C(C)(C)C)(C)C)[C@H:9]1[CH2:21][NH:22][C:23]1[CH:28]=[CH:27][C:26]([C:29]#[N:30])=[C:25]([Cl:31])[C:24]=1[CH3:32])=O)(C)(C)C.C(N1C=CN=C1)(N1C=CN=C1)=O.C1CCN2C(=NCCC2)CC1. Product: [Cl:31][C:25]1[C:24]([CH3:32])=[C:23]([N:22]2[CH2:21][C@@H:9]3[C@H:10]([OH:13])[CH2:11][CH2:12][N:8]3[C:6]2=[O:5])[CH:28]=[CH:27][C:26]=1[C:29]#[N:30]. The catalyst class is: 387. (4) Reactant: CON(C)[C:4](=[O:11])[C@@H:5]([NH:7][C:8](=[O:10])[O-:9])[CH3:6].[F:13][C:14]([F:24])([F:23])[C:15]1[CH:20]=[CH:19][C:18]([Mg]Br)=[CH:17][CH:16]=1.S([O-])(O)(=O)=O.[Na+]. Product: [F:13][C:14]([F:24])([F:23])[C:15]1[CH:20]=[CH:19][C:18]([C:4](=[O:11])[C@@H:5]([NH:7][C:8](=[O:10])[O:9][C:15]([CH3:20])([CH3:16])[CH3:14])[CH3:6])=[CH:17][CH:16]=1. The catalyst class is: 7. (5) Reactant: [NH2:1][CH2:2][C:3]1[CH:4]=[C:5]2[C:10](=[CH:11][C:12]=1[C:13]([F:16])([F:15])[F:14])[NH:9][C:8](=[O:17])[N:7]([NH:18][S:19]([CH3:22])(=[O:21])=[O:20])[C:6]2=[O:23].[CH:24](OCC)=[O:25]. Product: [CH:24]([NH:1][CH2:2][C:3]1[CH:4]=[C:5]2[C:10](=[CH:11][C:12]=1[C:13]([F:15])([F:16])[F:14])[NH:9][C:8](=[O:17])[N:7]([NH:18][S:19]([CH3:22])(=[O:20])=[O:21])[C:6]2=[O:23])=[O:25]. The catalyst class is: 1. (6) Reactant: [NH2:1][C:2]1[C:3]([Cl:22])=[CH:4][C:5]([F:21])=[C:6]([N:8]2[C:13](=[O:14])[CH:12]=[C:11]([C:15]([F:18])([F:17])[F:16])[N:10]([CH3:19])[C:9]2=[O:20])[CH:7]=1.O1CCCC1.C(O)C.[N:31]([CH2:34][C:35]([O:37][CH2:38][CH3:39])=[O:36])=[C:32]=[S:33]. Product: [Cl:22][C:3]1[CH:4]=[C:5]([F:21])[C:6]([N:8]2[C:13](=[O:14])[CH:12]=[C:11]([C:15]([F:18])([F:17])[F:16])[N:10]([CH3:19])[C:9]2=[O:20])=[CH:7][C:2]=1[NH:1][C:32]([NH:31][CH2:34][C:35]([O:37][CH2:38][CH3:39])=[O:36])=[S:33]. The catalyst class is: 13. (7) Reactant: [NH2:1][C:2]1[C:7]([NH2:8])=[CH:6][CH:5]=[CH:4][C:3]=1[OH:9].[OH-:10].[Na+].[CH3:12][O:13][C:14]1[CH:22]=[CH:21][C:17]([C:18](Cl)=[O:19])=[CH:16][CH:15]=1. Product: [CH3:12][O:13][C:14]1[CH:22]=[CH:21][C:17]([C:18]([O:10][O:9][C:3]2[CH:4]=[CH:5][CH:6]=[C:7]([NH:8][C:18](=[O:19])[C:17]3[CH:21]=[CH:22][C:14]([O:13][CH3:12])=[CH:15][CH:16]=3)[C:2]=2[NH:1][C:18](=[O:19])[C:17]2[CH:21]=[CH:22][C:14]([O:13][CH3:12])=[CH:15][CH:16]=2)=[O:19])=[CH:16][CH:15]=1. The catalyst class is: 2. (8) Reactant: C1(P(C2C=CC=CC=2)C2C=CC=CC=2)C=CC=CC=1.CC(OC(/N=N/C(OC(C)C)=O)=O)C.[C:34]([O:38][C:39](=[O:61])[N:40]([CH2:44][CH:45]([O:53][Si:54]([C:57]([CH3:60])([CH3:59])[CH3:58])([CH3:56])[CH3:55])[C:46]1[CH:47]=[N:48][C:49]([Cl:52])=[CH:50][CH:51]=1)[CH2:41][CH2:42][OH:43])([CH3:37])([CH3:36])[CH3:35].[N+:62]([C:65]1[CH:70]=[CH:69][C:68](O)=[CH:67][CH:66]=1)([O-:64])=[O:63]. Product: [C:34]([O:38][C:39](=[O:61])[N:40]([CH2:44][CH:45]([O:53][Si:54]([C:57]([CH3:60])([CH3:59])[CH3:58])([CH3:55])[CH3:56])[C:46]1[CH:47]=[N:48][C:49]([Cl:52])=[CH:50][CH:51]=1)[CH2:41][CH2:42][O:43][C:68]1[CH:69]=[CH:70][C:65]([N+:62]([O-:64])=[O:63])=[CH:66][CH:67]=1)([CH3:37])([CH3:35])[CH3:36]. The catalyst class is: 1.